Dataset: Catalyst prediction with 721,799 reactions and 888 catalyst types from USPTO. Task: Predict which catalyst facilitates the given reaction. (1) Reactant: [CH3:1][C:2]1[CH:7]=[CH:6][C:5]([S:8]([O:11][CH2:12][CH:13]2[CH2:17][C:16]3[CH:18]=[CH:19][CH:20]=[C:21](Br)[C:15]=3[O:14]2)(=[O:10])=[O:9])=[CH:4][CH:3]=1.[F:23][C:24]([F:35])([F:34])[C:25]1[CH:30]=[CH:29][CH:28]=[CH:27][C:26]=1B(O)O.C(=O)([O-])[O-].[K+].[K+]. Product: [CH3:1][C:2]1[CH:7]=[CH:6][C:5]([S:8]([O:11][CH2:12][CH:13]2[CH2:17][C:16]3[CH:18]=[CH:19][CH:20]=[C:21]([C:26]4[CH:27]=[CH:28][CH:29]=[CH:30][C:25]=4[C:24]([F:35])([F:34])[F:23])[C:15]=3[O:14]2)(=[O:10])=[O:9])=[CH:4][CH:3]=1. The catalyst class is: 608. (2) Reactant: [CH3:1][C:2]1[CH:3]=[C:4]2[C:9](=[CH:10][CH:11]=1)[N:8]=[CH:7][CH:6]=[C:5]2[S:12][C:13]1([C:17]([O:19]CC)=[O:18])[CH2:16][CH2:15][CH2:14]1.O.[OH-].[Li+].Cl.ClCCl. Product: [CH3:1][C:2]1[CH:3]=[C:4]2[C:9](=[CH:10][CH:11]=1)[N:8]=[CH:7][CH:6]=[C:5]2[S:12][C:13]1([C:17]([OH:19])=[O:18])[CH2:16][CH2:15][CH2:14]1. The catalyst class is: 193.